From a dataset of Reaction yield outcomes from USPTO patents with 853,638 reactions. Predict the reaction yield, written as a fraction of the theoretical maximum amount of product (1.0 means a 100% yield; for example, 0.34 means a 34% yield). (1) The reactants are [O:1]1[CH2:7][CH:2]1[C:3]([O:5][CH3:6])=[O:4].[C:8](=[O:10])=[O:9]. The catalyst is [Br-].C([N+](CCCC)(CCCC)CCCC)CCC.COC(C)(C)C. The product is [CH3:6][O:5][C:3]([CH:2]1[CH2:7][O:1][C:8](=[O:9])[O:10]1)=[O:4]. The yield is 0.940. (2) The reactants are Br[C:2]1[CH:3]=[C:4]([NH:10][C:11]2[N:16]=[C:15]([O:17][CH2:18][CH2:19][NH:20][C:21](=[O:26])[C:22]([C:24]#[N:25])=[CH2:23])[CH:14]=[CH:13][CH:12]=2)[C:5](=[O:9])[N:6]([CH3:8])[CH:7]=1.[C:27]([O:30][CH2:31][C:32]1[C:37](B2OC(C)(C)C(C)(C)O2)=[CH:36][C:35]([F:47])=[CH:34][C:33]=1[N:48]1[C:60](=[O:61])[C:59]2[S:58][C:57]3[CH2:56][CH2:55][CH2:54][CH2:53][C:52]=3[C:51]=2[CH:50]=[N:49]1)(=[O:29])[CH3:28].[F-].[K+]. The catalyst is C(#N)C.O.C1C=CC(P(C2C=CC=CC=2)[C-]2C=CC=C2)=CC=1.C1C=CC(P(C2C=CC=CC=2)[C-]2C=CC=C2)=CC=1.Cl[Pd]Cl.[Fe+2]. The product is [C:24]([C:22](=[CH2:23])[C:21]([NH:20][CH2:19][CH2:18][O:17][C:15]1[CH:14]=[CH:13][CH:12]=[C:11]([NH:10][C:4]2[C:5](=[O:9])[N:6]([CH3:8])[CH:7]=[C:2]([C:37]3[CH:36]=[C:35]([F:47])[CH:34]=[C:33]([N:48]4[C:60](=[O:61])[C:59]5[S:58][C:57]6[CH2:56][CH2:55][CH2:54][CH2:53][C:52]=6[C:51]=5[CH:50]=[N:49]4)[C:32]=3[CH2:31][O:30][C:27](=[O:29])[CH3:28])[CH:3]=2)[N:16]=1)=[O:26])#[N:25]. The yield is 0.150.